This data is from Full USPTO retrosynthesis dataset with 1.9M reactions from patents (1976-2016). The task is: Predict the reactants needed to synthesize the given product. (1) Given the product [F:19][C:20]([F:25])([F:24])[C:21]([OH:23])=[O:22].[NH2:7][C@H:8]([CH3:17])[CH2:9][C:10]([N:11]1[CH2:15][CH2:14][CH2:13][CH2:12]1)=[O:16], predict the reactants needed to synthesize it. The reactants are: C(OC(=O)[NH:7][C@H:8]([CH3:17])[CH2:9][C:10](=[O:16])[N:11]1[CH2:15][CH2:14][CH2:13][CH2:12]1)(C)(C)C.[F:19][C:20]([F:25])([F:24])[C:21]([OH:23])=[O:22]. (2) Given the product [S:14]1[CH:13]=[CH:12][N:11]=[C:10]1[NH:9][S:1]([N:4]1[CH2:5][CH2:32][C:31]2[C:7](=[CH:27][CH:28]=[CH:29][C:30]=2[C:35]2[CH:40]=[CH:39][C:38]([C:41]([F:42])([F:44])[F:43])=[CH:37][C:36]=2[C:45]2[CH2:50][CH2:49][N:48]([C:51]([O:53][C:54]([CH3:55])([CH3:57])[CH3:56])=[O:52])[CH2:47][CH:46]=2)[CH2:8]1)(=[O:2])=[O:3], predict the reactants needed to synthesize it. The reactants are: [S:1]([N:9]1[CH:13]=[CH:12][N:11]=[CH:10]1)([N:4]1[CH:8]=[CH:7]N=[CH:5]1)(=[O:3])=[O:2].[S:14]1C=CN=C1N.S(Cl)(Cl)(=O)=O.C1C2[C:29](=[C:30]([C:35]3[CH:40]=[CH:39][C:38]([C:41]([F:44])([F:43])[F:42])=[CH:37][C:36]=3[C:45]3[CH2:50][CH2:49][N:48]([C:51]([O:53][C:54]([CH3:57])([CH3:56])[CH3:55])=[O:52])[CH2:47][CH:46]=3)[CH:31]=[CH:32]C=2)[CH2:28][CH2:27]N1.C(N(CC)CC)C. (3) Given the product [CH2:26]([NH:7][CH2:8][CH2:9][CH2:10][N:11]1[CH2:17][CH2:16][CH2:15][O:14][CH:13]([CH2:18][C:19]2[CH:20]=[CH:21][C:22]([F:25])=[CH:23][CH:24]=2)[CH2:12]1)[C:27]1[CH:28]=[CH:29][CH:30]=[CH:31][CH:32]=1, predict the reactants needed to synthesize it. The reactants are: C(OC(=O)[N:7]([CH2:26][C:27]1[CH:32]=[CH:31][CH:30]=[CH:29][CH:28]=1)[CH2:8][CH2:9][CH2:10][N:11]1[CH2:17][CH2:16][CH2:15][O:14][CH:13]([CH2:18][C:19]2[CH:24]=[CH:23][C:22]([F:25])=[CH:21][CH:20]=2)[CH2:12]1)(C)(C)C.FC(F)(F)C(O)=O. (4) Given the product [O:15]=[C:9]1[NH:10][C:11](=[O:14])[CH:12]=[CH:13][N:8]1[C:6]1[CH:7]=[C:2]([C:35]2[CH:36]=[CH:37][O:33][CH:34]=2)[C:3]([O:31][CH3:32])=[C:4]([C:16]2[CH:24]=[C:23]3[C:19]([C:20]([CH2:25][CH2:26][S:27]([NH2:30])(=[O:29])=[O:28])=[CH:21][CH2:22]3)=[CH:18][CH:17]=2)[CH:5]=1, predict the reactants needed to synthesize it. The reactants are: Br[C:2]1[C:3]([O:31][CH3:32])=[C:4]([C:16]2[CH:24]=[C:23]3[C:19]([C:20]([CH2:25][CH2:26][S:27]([NH2:30])(=[O:29])=[O:28])=[CH:21][CH2:22]3)=[CH:18][CH:17]=2)[CH:5]=[C:6]([N:8]2[CH:13]=[CH:12][C:11](=[O:14])[NH:10][C:9]2=[O:15])[CH:7]=1.[O:33]1[CH:37]=[CH:36][C:35](B(O)O)=[CH:34]1. (5) Given the product [Cl:17][C:12]1[CH:11]=[C:10]([N:9]2[C:6]([CH3:7])=[CH:5][CH:1]=[C:2]2[CH3:4])[CH:15]=[CH:14][C:13]=1[OH:16], predict the reactants needed to synthesize it. The reactants are: [CH2:1]([CH2:5][C:6](=O)[CH3:7])[C:2]([CH3:4])=O.[NH2:9][C:10]1[CH:15]=[CH:14][C:13]([OH:16])=[C:12]([Cl:17])[CH:11]=1. (6) Given the product [CH2:1]([O:8][C:9]1[CH:10]=[CH:11][C:12]2[N:13]([N:16]=[CH:17][C:18]=2[C:19]([O:21][CH3:22])=[O:20])[C:14]=1[CH2:23][N:24]([CH3:26])[CH3:25])[C:2]1[CH:7]=[CH:6][CH:5]=[CH:4][CH:3]=1, predict the reactants needed to synthesize it. The reactants are: [CH2:1]([O:8][C:9]1[CH:10]=[CH:11][C:12]2[N:13]([N:16]=[CH:17][C:18]=2[C:19]([O:21][CH3:22])=[O:20])[C:14]=1Br)[C:2]1[CH:7]=[CH:6][CH:5]=[CH:4][CH:3]=1.[CH3:23][N:24]([CH2:26][B-](F)(F)F)[CH3:25].[K+].C(=O)([O-])[O-].[Cs+].[Cs+].